Dataset: Full USPTO retrosynthesis dataset with 1.9M reactions from patents (1976-2016). Task: Predict the reactants needed to synthesize the given product. (1) Given the product [OH:34][C@@H:23]([C:19]1[CH:18]=[CH:17][CH:22]=[CH:21][CH:20]=1)[CH2:24][CH2:25][NH:26][C:27](=[O:28])[O:29][C:30]([CH3:33])([CH3:32])[CH3:31], predict the reactants needed to synthesize it. The reactants are: CCN(CC)CC.C(O)=O.FC(F)(F)S(O[C:17]1[CH:22]=[CH:21][CH:20]=[C:19]([C@H:23]([OH:34])[CH2:24][CH2:25][NH:26][C:27]([O:29][C:30]([CH3:33])([CH3:32])[CH3:31])=[O:28])[CH:18]=1)(=O)=O.C1(P(C2C=CC=CC=2)CCCP(C2C=CC=CC=2)C2C=CC=CC=2)C=CC=CC=1. (2) Given the product [Br:1][C:2]1[C:7]([CH3:8])=[CH:6][C:5]([O:9][CH2:12][C:13]2([OH:11])[CH2:18][CH2:17][O:16][CH2:15][CH2:14]2)=[CH:4][C:3]=1[CH3:10], predict the reactants needed to synthesize it. The reactants are: [Br:1][C:2]1[C:7]([CH3:8])=[CH:6][C:5]([OH:9])=[CH:4][C:3]=1[CH3:10].[O:11]1[C:13]2([CH2:18][CH2:17][O:16][CH2:15][CH2:14]2)[CH2:12]1. (3) The reactants are: [CH3:1][C:2]1[C:3]([N:9]2[CH2:14][CH2:13][NH:12][CH2:11][CH2:10]2)=[N:4][CH:5]=[C:6]([CH3:8])[CH:7]=1.[Br:15][C:16]1[CH:24]=[CH:23][C:19]([C:20](O)=[O:21])=[CH:18][C:17]=1[F:25].ON1C2C=CC=CC=2N=N1.Cl.C(N=C=NCCCN(C)C)C. Given the product [Br:15][C:16]1[CH:24]=[CH:23][C:19]([C:20]([N:12]2[CH2:11][CH2:10][N:9]([C:3]3[C:2]([CH3:1])=[CH:7][C:6]([CH3:8])=[CH:5][N:4]=3)[CH2:14][CH2:13]2)=[O:21])=[CH:18][C:17]=1[F:25], predict the reactants needed to synthesize it. (4) The reactants are: [NH:1]1[CH:5]=[C:4]([C:6]([OH:8])=O)[CH:3]=[N:2]1.Cl.[O:10]([CH2:17][C@@H:18]1[CH2:23][CH2:22][C@H:21]([CH2:24][NH2:25])[CH2:20][CH2:19]1)[C:11]1[CH:16]=[CH:15][CH:14]=[CH:13][CH:12]=1. Given the product [O:10]([CH2:17][C@@H:18]1[CH2:23][CH2:22][C@H:21]([CH2:24][NH:25][C:6]([C:4]2[CH:3]=[N:2][NH:1][CH:5]=2)=[O:8])[CH2:20][CH2:19]1)[C:11]1[CH:16]=[CH:15][CH:14]=[CH:13][CH:12]=1, predict the reactants needed to synthesize it. (5) Given the product [CH2:1]([N:8]([CH2:31][C:32]1[CH:37]=[CH:36][CH:35]=[CH:34][CH:33]=1)[C:9]1[N:17]=[C:16]([CH2:18][CH2:19][C:20]2([CH3:28])[O:25][CH2:24][C:23]([CH3:27])([CH3:26])[CH2:22][O:21]2)[N:15]=[C:14]2[C:10]=1[N:11]=[C:12]([N:45]1[N:46]=[CH:47][CH:48]=[N:44]1)[N:13]2[CH3:29])[C:2]1[CH:7]=[CH:6][CH:5]=[CH:4][CH:3]=1, predict the reactants needed to synthesize it. The reactants are: [CH2:1]([N:8]([CH2:31][C:32]1[CH:37]=[CH:36][CH:35]=[CH:34][CH:33]=1)[C:9]1[N:17]=[C:16]([CH2:18][CH2:19][C:20]2([CH3:28])[O:25][CH2:24][C:23]([CH3:27])([CH3:26])[CH2:22][O:21]2)[N:15]=[C:14]2[C:10]=1[N:11]=[C:12](Br)[N:13]2[CH3:29])[C:2]1[CH:7]=[CH:6][CH:5]=[CH:4][CH:3]=1.C([O-])([O-])=O.[K+].[K+].[NH:44]1[CH:48]=[CH:47][N:46]=[N:45]1.